From a dataset of Full USPTO retrosynthesis dataset with 1.9M reactions from patents (1976-2016). Predict the reactants needed to synthesize the given product. (1) Given the product [Cl:1][C:2]1[N:11]=[C:10]([C:19]2[CH:20]=[C:21]([NH:25][C:26](=[O:27])[O:28][C:29]([CH3:31])([CH3:30])[CH3:32])[CH:22]=[CH:23][CH:24]=2)[C:9]2[C:4](=[CH:5][C:6]([O:15][CH3:16])=[C:7]([O:13][CH3:14])[CH:8]=2)[N:3]=1, predict the reactants needed to synthesize it. The reactants are: [Cl:1][C:2]1[N:11]=[C:10](Cl)[C:9]2[C:4](=[CH:5][C:6]([O:15][CH3:16])=[C:7]([O:13][CH3:14])[CH:8]=2)[N:3]=1.B([O-])([O-])O[C:19]1[CH:24]=[CH:23][CH:22]=[C:21]([NH:25][C:26]([O:28][C:29]([CH3:32])([CH3:31])[CH3:30])=[O:27])[CH:20]=1.C(=O)([O-])[O-].[Na+].[Na+].[Cl-].[Na+]. (2) Given the product [N+:1]([C:4]1[CH:5]=[C:6]([C:7]2[O:8][CH:24]=[N:23][CH:22]=2)[CH:9]=[CH:10][CH:11]=1)([O-:3])=[O:2], predict the reactants needed to synthesize it. The reactants are: [N+:1]([C:4]1[CH:5]=[C:6]([CH:9]=[CH:10][CH:11]=1)[CH:7]=[O:8])([O-:3])=[O:2].S([CH2:22][N+:23]#[C-:24])(C1C=CC(C)=CC=1)(=O)=O.CO. (3) Given the product [CH2:19]([S:21][C:22]1[CH:28]=[CH:27][C:26]([C:29]#[CH:30])=[CH:25][C:23]=1[NH2:24])[CH3:20], predict the reactants needed to synthesize it. The reactants are: [F-].C([N+](CCCC)(CCCC)CCCC)CCC.[CH2:19]([S:21][C:22]1[CH:28]=[CH:27][C:26]([C:29]#[C:30][Si](C)(C)C)=[CH:25][C:23]=1[NH2:24])[CH3:20]. (4) Given the product [OH:28][C:25]1[CH:26]=[CH:27][C:22]([C:17]2[C:16]([C:14]([NH:13][C:12]3[CH:30]=[CH:31][C:9]([NH:8][CH2:32][CH2:33][C:34]4[CH:39]=[CH:38][CH:37]=[CH:36][N:35]=4)=[CH:10][CH:11]=3)=[O:15])=[CH:21][CH:20]=[CH:19][CH:18]=2)=[CH:23][CH:24]=1, predict the reactants needed to synthesize it. The reactants are: C(OC([N:8]([CH2:32][CH2:33][C:34]1[CH:39]=[CH:38][CH:37]=[CH:36][N:35]=1)[C:9]1[CH:31]=[CH:30][C:12]([NH:13][C:14]([C:16]2[CH:21]=[CH:20][CH:19]=[CH:18][C:17]=2[C:22]2[CH:27]=[CH:26][C:25]([O:28]C)=[CH:24][CH:23]=2)=[O:15])=[CH:11][CH:10]=1)=O)(C)(C)C.Br.